This data is from Forward reaction prediction with 1.9M reactions from USPTO patents (1976-2016). The task is: Predict the product of the given reaction. (1) Given the reactants Br[C:2]1[CH:3]=[CH:4][C:5]([F:22])=[C:6]([C:8]2[N:13]=[C:12]([C:14]([NH2:16])=[O:15])[C:11]([NH:17][CH2:18][CH2:19][O:20][CH3:21])=[CH:10][CH:9]=2)[CH:7]=1.[C:23]([C@:25]1([OH:32])[CH2:29][CH2:28][N:27]([CH3:30])[C:26]1=[O:31])#[CH:24], predict the reaction product. The product is: [F:22][C:5]1[CH:4]=[CH:3][C:2]([C:24]#[C:23][C@:25]2([OH:32])[CH2:29][CH2:28][N:27]([CH3:30])[C:26]2=[O:31])=[CH:7][C:6]=1[C:8]1[N:13]=[C:12]([C:14]([NH2:16])=[O:15])[C:11]([NH:17][CH2:18][CH2:19][O:20][CH3:21])=[CH:10][CH:9]=1. (2) Given the reactants C[O:2][C:3](=[O:48])[CH2:4][N:5]1[CH2:10][CH2:9][N:8]([C:11]2[CH:16]=[CH:15][CH:14]=[C:13]([O:17][CH2:18][CH2:19][CH2:20][N:21]([CH2:36][C:37]3[CH:42]=[CH:41][CH:40]=[C:39]([C:43]([F:46])([F:45])[F:44])[C:38]=3[Cl:47])[CH2:22][CH:23]([C:30]3[CH:35]=[CH:34][CH:33]=[CH:32][CH:31]=3)[C:24]3[CH:29]=[CH:28][CH:27]=[CH:26][CH:25]=3)[CH:12]=2)[CH2:7][CH2:6]1.O.[OH-].[Li+].Cl, predict the reaction product. The product is: [ClH:47].[Cl:47][C:38]1[C:39]([C:43]([F:45])([F:44])[F:46])=[CH:40][CH:41]=[CH:42][C:37]=1[CH2:36][N:21]([CH2:22][CH:23]([C:24]1[CH:25]=[CH:26][CH:27]=[CH:28][CH:29]=1)[C:30]1[CH:35]=[CH:34][CH:33]=[CH:32][CH:31]=1)[CH2:20][CH2:19][CH2:18][O:17][C:13]1[CH:12]=[C:11]([N:8]2[CH2:7][CH2:6][N:5]([CH2:4][C:3]([OH:48])=[O:2])[CH2:10][CH2:9]2)[CH:16]=[CH:15][CH:14]=1. (3) Given the reactants Cl[CH2:2][CH2:3]CCC/C=C\CC/C=C\C=C\CC.[CH2:17]([OH:29])[CH2:18]/C=C\CC/C=C\C=C\CC.ClCC/C=C\CC/C=C\C=C\CC.BrCCCCl.[CH:48](=[O:64])[CH2:49][CH2:50][CH2:51][CH2:52][CH2:53]/[CH:54]=[CH:55]\[CH2:56][CH2:57]/[CH:58]=[CH:59]\[CH:60]=[CH:61]\[CH2:62][CH3:63].C([O-])([O-])OCC, predict the reaction product. The product is: [CH2:2]([O:64][CH:48]([O:29][CH2:17][CH3:18])[CH2:49][CH2:50][CH2:51][CH2:52][CH2:53]/[CH:54]=[CH:55]\[CH2:56][CH2:57]/[CH:58]=[CH:59]\[CH:60]=[CH:61]\[CH2:62][CH3:63])[CH3:3]. (4) Given the reactants C(OC([N:8]1[CH2:13][C@@H:12]2[CH2:14][C@H:9]1[CH2:10][N:11]2[CH2:15][CH2:16][O:17][C:18]1[CH:23]=[CH:22][C:21]([O:24][C:25]2[S:26][C:27]3[CH:33]=[CH:32][CH:31]=[CH:30][C:28]=3[N:29]=2)=[CH:20][CH:19]=1)=O)(C)(C)C.[F:34][C:35]([F:40])([F:39])[C:36]([OH:38])=[O:37], predict the reaction product. The product is: [F:34][C:35]([F:40])([F:39])[C:36]([OH:38])=[O:37].[C@H:12]12[CH2:14][C@H:9]([NH:8][CH2:13]1)[CH2:10][N:11]2[CH2:15][CH2:16][O:17][C:18]1[CH:19]=[CH:20][C:21]([O:24][C:25]2[S:26][C:27]3[CH:33]=[CH:32][CH:31]=[CH:30][C:28]=3[N:29]=2)=[CH:22][CH:23]=1. (5) Given the reactants [F:1][C:2]1[C:7]([F:8])=[C:6]([F:9])[C:5]([F:10])=[C:4]([F:11])[C:3]=1[C:12]1[CH:17]=[C:16]([C:18]([F:21])([F:20])[F:19])[CH:15]=[C:14]([C:22]([F:25])([F:24])[F:23])[CH:13]=1.[Br:26]Br.C(Cl)(Cl)Cl.S([O-])([O-])=O.[Na+].[Na+], predict the reaction product. The product is: [Br:26][C:15]1[C:16]([C:18]([F:21])([F:19])[F:20])=[CH:17][C:12]([C:3]2[C:2]([F:1])=[C:7]([F:8])[C:6]([F:9])=[C:5]([F:10])[C:4]=2[F:11])=[CH:13][C:14]=1[C:22]([F:25])([F:24])[F:23]. (6) Given the reactants [NH2:1][C:2]1[CH:11]=[CH:10][C:5]([C:6]([O:8][CH3:9])=[O:7])=[C:4]([Cl:12])[CH:3]=1.C([O-])([O-])=O.[Ca+2].[I:18]I, predict the reaction product. The product is: [NH2:1][C:2]1[C:11]([I:18])=[CH:10][C:5]([C:6]([O:8][CH3:9])=[O:7])=[C:4]([Cl:12])[CH:3]=1.[NH2:1][C:2]1[CH:11]=[CH:10][C:5]([C:6]([O:8][CH3:9])=[O:7])=[C:4]([Cl:12])[C:3]=1[I:18]. (7) Given the reactants [C:1]([C:5]1[CH:29]=[CH:28][C:8]([C:9]([NH:11][C@H:12]([C:24]([O:26][CH3:27])=[O:25])[CH2:13][C:14]2[CH:23]=[CH:22][C:17]([C:18]([O:20]C)=[O:19])=[CH:16][CH:15]=2)=[O:10])=[CH:7][CH:6]=1)([CH3:4])([CH3:3])[CH3:2].O.[OH-].[Li+].Cl, predict the reaction product. The product is: [C:1]([C:5]1[CH:29]=[CH:28][C:8]([C:9]([NH:11][C@H:12]([C:24]([O:26][CH3:27])=[O:25])[CH2:13][C:14]2[CH:15]=[CH:16][C:17]([C:18]([OH:20])=[O:19])=[CH:22][CH:23]=2)=[O:10])=[CH:7][CH:6]=1)([CH3:4])([CH3:2])[CH3:3].